Predict the product of the given reaction. From a dataset of Forward reaction prediction with 1.9M reactions from USPTO patents (1976-2016). (1) The product is: [OH:18][NH:17][C:16](=[NH:19])[C:12]1[CH:13]=[CH:14][C:9]([CH:8]=[CH2:7])=[CH:10][CH:11]=1. Given the reactants C(OC(=O)[CH2:7][CH2:8][C:9]1[C:14](C)=[CH:13][C:12]([C:16](=[NH:19])[NH:17][OH:18])=[CH:11][C:10]=1C)(C)(C)C.C(C1C=CC(C#N)=CC=1)=C, predict the reaction product. (2) Given the reactants [C:1]([O:5][C:6]([NH:8][C@@H:9]1[CH2:12][C@H:11]([C:13]([OH:15])=O)[C:10]1([CH3:17])[CH3:16])=[O:7])([CH3:4])([CH3:3])[CH3:2].C1C=CC2N(O)N=NC=2C=1.[CH2:28]([N:30]1[CH2:35][CH2:34][NH:33][CH2:32][CH2:31]1)[CH3:29].CCN(CC)CC, predict the reaction product. The product is: [CH2:28]([N:30]1[CH2:35][CH2:34][N:33]([C:13]([C@H:11]2[CH2:12][C@@H:9]([NH:8][C:6](=[O:7])[O:5][C:1]([CH3:2])([CH3:3])[CH3:4])[C:10]2([CH3:17])[CH3:16])=[O:15])[CH2:32][CH2:31]1)[CH3:29].